From a dataset of NCI-60 drug combinations with 297,098 pairs across 59 cell lines. Regression. Given two drug SMILES strings and cell line genomic features, predict the synergy score measuring deviation from expected non-interaction effect. (1) Drug 1: CNC(=O)C1=CC=CC=C1SC2=CC3=C(C=C2)C(=NN3)C=CC4=CC=CC=N4. Drug 2: C1=NC2=C(N1)C(=S)N=CN2. Cell line: KM12. Synergy scores: CSS=13.0, Synergy_ZIP=-12.7, Synergy_Bliss=-14.7, Synergy_Loewe=-14.1, Synergy_HSA=-11.9. (2) Drug 1: C1CCC(C1)C(CC#N)N2C=C(C=N2)C3=C4C=CNC4=NC=N3. Drug 2: C1=NC2=C(N1)C(=S)N=C(N2)N. Cell line: CCRF-CEM. Synergy scores: CSS=35.0, Synergy_ZIP=0.187, Synergy_Bliss=-3.75, Synergy_Loewe=-26.6, Synergy_HSA=-4.48. (3) Drug 1: COC1=C(C=C2C(=C1)N=CN=C2NC3=CC(=C(C=C3)F)Cl)OCCCN4CCOCC4. Drug 2: CS(=O)(=O)CCNCC1=CC=C(O1)C2=CC3=C(C=C2)N=CN=C3NC4=CC(=C(C=C4)OCC5=CC(=CC=C5)F)Cl. Cell line: SK-MEL-2. Synergy scores: CSS=-0.584, Synergy_ZIP=-2.40, Synergy_Bliss=-8.01, Synergy_Loewe=-12.3, Synergy_HSA=-11.1. (4) Drug 1: CC1CCC2CC(C(=CC=CC=CC(CC(C(=O)C(C(C(=CC(C(=O)CC(OC(=O)C3CCCCN3C(=O)C(=O)C1(O2)O)C(C)CC4CCC(C(C4)OC)OCCO)C)C)O)OC)C)C)C)OC. Drug 2: C1CN(CCN1C(=O)CCBr)C(=O)CCBr. Cell line: HOP-92. Synergy scores: CSS=19.7, Synergy_ZIP=-6.78, Synergy_Bliss=-0.0638, Synergy_Loewe=-0.476, Synergy_HSA=0.596. (5) Drug 1: CC1=C(N=C(N=C1N)C(CC(=O)N)NCC(C(=O)N)N)C(=O)NC(C(C2=CN=CN2)OC3C(C(C(C(O3)CO)O)O)OC4C(C(C(C(O4)CO)O)OC(=O)N)O)C(=O)NC(C)C(C(C)C(=O)NC(C(C)O)C(=O)NCCC5=NC(=CS5)C6=NC(=CS6)C(=O)NCCC[S+](C)C)O. Drug 2: CC1=C(C(=O)C2=C(C1=O)N3CC4C(C3(C2COC(=O)N)OC)N4)N. Cell line: NCI/ADR-RES. Synergy scores: CSS=37.0, Synergy_ZIP=-5.49, Synergy_Bliss=-4.00, Synergy_Loewe=-7.82, Synergy_HSA=0.180. (6) Drug 1: CC1C(C(CC(O1)OC2CC(CC3=C2C(=C4C(=C3O)C(=O)C5=C(C4=O)C(=CC=C5)OC)O)(C(=O)C)O)N)O.Cl. Drug 2: CCC1(CC2CC(C3=C(CCN(C2)C1)C4=CC=CC=C4N3)(C5=C(C=C6C(=C5)C78CCN9C7C(C=CC9)(C(C(C8N6C)(C(=O)OC)O)OC(=O)C)CC)OC)C(=O)OC)O.OS(=O)(=O)O. Cell line: SR. Synergy scores: CSS=94.8, Synergy_ZIP=16.0, Synergy_Bliss=15.2, Synergy_Loewe=15.1, Synergy_HSA=18.2. (7) Drug 1: CC1C(C(CC(O1)OC2CC(OC(C2O)C)OC3=CC4=CC5=C(C(=O)C(C(C5)C(C(=O)C(C(C)O)O)OC)OC6CC(C(C(O6)C)O)OC7CC(C(C(O7)C)O)OC8CC(C(C(O8)C)O)(C)O)C(=C4C(=C3C)O)O)O)O. Drug 2: CCCCCOC(=O)NC1=NC(=O)N(C=C1F)C2C(C(C(O2)C)O)O. Cell line: SN12C. Synergy scores: CSS=22.6, Synergy_ZIP=-0.784, Synergy_Bliss=-4.32, Synergy_Loewe=-48.5, Synergy_HSA=-2.44. (8) Drug 1: C1CC(=O)NC(=O)C1N2CC3=C(C2=O)C=CC=C3N. Drug 2: CCN(CC)CCCC(C)NC1=C2C=C(C=CC2=NC3=C1C=CC(=C3)Cl)OC. Cell line: MDA-MB-435. Synergy scores: CSS=15.4, Synergy_ZIP=-1.88, Synergy_Bliss=2.81, Synergy_Loewe=4.29, Synergy_HSA=3.30. (9) Drug 1: CC12CCC3C(C1CCC2=O)CC(=C)C4=CC(=O)C=CC34C. Drug 2: CC1C(C(CC(O1)OC2CC(CC3=C2C(=C4C(=C3O)C(=O)C5=C(C4=O)C(=CC=C5)OC)O)(C(=O)C)O)N)O.Cl. Cell line: MCF7. Synergy scores: CSS=26.6, Synergy_ZIP=-5.11, Synergy_Bliss=0.187, Synergy_Loewe=-1.42, Synergy_HSA=2.07. (10) Drug 1: CC1C(C(CC(O1)OC2CC(CC3=C2C(=C4C(=C3O)C(=O)C5=C(C4=O)C(=CC=C5)OC)O)(C(=O)C)O)N)O.Cl. Drug 2: C1CCC(C(C1)N)N.C(=O)(C(=O)[O-])[O-].[Pt+4]. Cell line: 786-0. Synergy scores: CSS=44.9, Synergy_ZIP=-10.5, Synergy_Bliss=-2.00, Synergy_Loewe=-0.152, Synergy_HSA=0.539.